This data is from Catalyst prediction with 721,799 reactions and 888 catalyst types from USPTO. The task is: Predict which catalyst facilitates the given reaction. (1) Product: [CH2:17]([N:13]1[CH2:14][CH2:15][CH2:16][C:11]2([C:2]3[C:7](=[CH:6][CH:5]=[CH:4][N:3]=3)[NH:8][C:9]2=[O:10])[CH2:12]1)[CH2:25][CH3:30]. The catalyst class is: 2. Reactant: Br[C:2]1[C:7]([NH:8][C:9]([C:11]2[CH2:12][N:13]([C:17](OC(C)(C)C)=O)[CH2:14][CH2:15][CH:16]=2)=[O:10])=[CH:6][CH:5]=[CH:4][N:3]=1.Br[C:25]1[C:30](N)=CC=CN=1.COC(C1CN(C(OC(C)(C)C)=O)CCC=1)=O.C[Al](C)C. (2) Reactant: [C:1]([O:5][C:6]([N:8]1[CH2:16][C:15]2[C:10](=[CH:11][CH:12]=[C:13]([C:17]3[CH2:18][CH2:19][O:20][CH2:21][CH:22]=3)[CH:14]=2)[CH2:9]1)=[O:7])([CH3:4])([CH3:3])[CH3:2].C([O-])=O.[NH4+]. Product: [C:1]([O:5][C:6]([N:8]1[CH2:16][C:15]2[C:10](=[CH:11][CH:12]=[C:13]([CH:17]3[CH2:18][CH2:19][O:20][CH2:21][CH2:22]3)[CH:14]=2)[CH2:9]1)=[O:7])([CH3:4])([CH3:2])[CH3:3]. The catalyst class is: 19. (3) Reactant: [C:1]([C:5]1[CH:23]=[C:8]2[N:9]=[C:10]([CH3:22])[C:11]([CH:14]([CH2:19][CH2:20][CH3:21])[C:15]([O:17][CH3:18])=[O:16])=[C:12](Cl)[N:7]2[N:6]=1)([CH3:4])([CH3:3])[CH3:2].[F:24][C:25]1[CH:30]=[C:29]([F:31])[CH:28]=[CH:27][C:26]=1B(O)O.C(N(C(C)C)CC)(C)C. Product: [C:1]([C:5]1[CH:23]=[C:8]2[N:9]=[C:10]([CH3:22])[C:11]([CH:14]([CH2:19][CH2:20][CH3:21])[C:15]([O:17][CH3:18])=[O:16])=[C:12]([C:28]3[CH:27]=[CH:26][C:25]([F:24])=[CH:30][C:29]=3[F:31])[N:7]2[N:6]=1)([CH3:4])([CH3:3])[CH3:2]. The catalyst class is: 149. (4) Reactant: [NH2:1][C:2]1[C:11]2[C:6](=[C:7](Br)[CH:8]=[CH:9][CH:10]=2)[N:5]=[N:4][C:3]=1[C:13]([NH:15][CH3:16])=[O:14].[CH3:17][O:18][C:19]1[CH:24]=[CH:23][C:22]([O:25][CH3:26])=[CH:21][C:20]=1B(O)O.C(=O)([O-])[O-].[K+].[K+]. Product: [NH2:1][C:2]1[C:11]2[C:6](=[C:7]([C:23]3[CH:24]=[C:19]([O:18][CH3:17])[CH:20]=[CH:21][C:22]=3[O:25][CH3:26])[CH:8]=[CH:9][CH:10]=2)[N:5]=[N:4][C:3]=1[C:13]([NH:15][CH3:16])=[O:14]. The catalyst class is: 738.